Predict the product of the given reaction. From a dataset of Forward reaction prediction with 1.9M reactions from USPTO patents (1976-2016). (1) Given the reactants [CH3:1][O:2][C:3]1[CH:4]=[C:5]([CH2:9][CH2:10][NH2:11])[CH:6]=[CH:7][CH:8]=1.Cl.[O-:13][C:14]#[N:15].[K+], predict the reaction product. The product is: [CH3:1][O:2][C:3]1[CH:4]=[C:5]([CH2:9][CH2:10][NH:11][C:14]([NH2:15])=[O:13])[CH:6]=[CH:7][CH:8]=1. (2) Given the reactants [NH2:1][C@H:2]([C:4]1[N:5]([C:16]2[CH:21]=[CH:20][CH:19]=[CH:18][CH:17]=2)[C:6](=[O:15])[C:7]2[C:12]([CH:13]=1)=[CH:11][CH:10]=[CH:9][C:8]=2[Cl:14])[CH3:3].C(N(CC)CC)C.Cl.[C:30](Cl)(=[O:37])[C:31]1[CH:36]=[CH:35][CH:34]=[N:33][CH:32]=1, predict the reaction product. The product is: [Cl:14][C:8]1[CH:9]=[CH:10][CH:11]=[C:12]2[C:7]=1[C:6](=[O:15])[N:5]([C:16]1[CH:21]=[CH:20][CH:19]=[CH:18][CH:17]=1)[C:4]([C@@H:2]([NH:1][C:30](=[O:37])[C:31]1[CH:36]=[CH:35][CH:34]=[N:33][CH:32]=1)[CH3:3])=[CH:13]2.